Predict the reaction yield, written as a fraction of the theoretical maximum amount of product (1.0 means a 100% yield; for example, 0.34 means a 34% yield). From a dataset of Reaction yield outcomes from USPTO patents with 853,638 reactions. (1) The reactants are [CH3:1][O:2][C:3](=[O:12])[C:4]1[CH:9]=[CH:8][CH:7]=[C:6]([CH2:10]Br)[CH:5]=1.[C-:13]#[N:14].[Na+]. The catalyst is CN(C=O)C.O. The product is [CH3:1][O:2][C:3](=[O:12])[C:4]1[CH:9]=[CH:8][CH:7]=[C:6]([CH2:10][C:13]#[N:14])[CH:5]=1. The yield is 0.700. (2) The reactants are [CH2:1]([N:3]([CH2:19][CH3:20])[CH2:4][CH2:5][N:6]1[CH2:11][CH2:10][C:9]2[NH:12][C:13]([CH:16]=O)=[C:14]([CH3:15])[C:8]=2[C:7]1=[O:18])[CH3:2].[OH:21][CH2:22][CH2:23][C:24]1[CH:32]=[CH:31][CH:30]=[C:29]2[C:25]=1[CH2:26][C:27](=[O:33])[NH:28]2. No catalyst specified. The product is [CH2:1]([N:3]([CH2:19][CH3:20])[CH2:4][CH2:5][N:6]1[CH2:11][CH2:10][C:9]2[NH:12][C:13]([CH:16]=[C:26]3[C:25]4[C:29](=[CH:30][CH:31]=[CH:32][C:24]=4[CH2:23][CH2:22][OH:21])[NH:28][C:27]3=[O:33])=[C:14]([CH3:15])[C:8]=2[C:7]1=[O:18])[CH3:2]. The yield is 0.350. (3) The product is [OH:24][CH2:23][CH2:25][NH:26][C:20]([C:17]1[S:16][C:15]([CH2:14][CH2:13][C:3]2[C:4]([C:7]3[CH:12]=[CH:11][CH:10]=[CH:9][N:8]=3)=[N:5][O:6][C:2]=2[CH3:1])=[N:19][CH:18]=1)=[O:22]. No catalyst specified. The yield is 0.350. The reactants are [CH3:1][C:2]1[O:6][N:5]=[C:4]([C:7]2[CH:12]=[CH:11][CH:10]=[CH:9][N:8]=2)[C:3]=1[CH2:13][CH2:14][C:15]1[S:16][C:17]([C:20]([OH:22])=O)=[CH:18][N:19]=1.[CH2:23]([CH2:25][NH2:26])[OH:24]. (4) The reactants are [CH2:1]([C:5]1[N:6]([CH2:15][C:16]2[CH:21]=[CH:20][C:19]([C:22]3[C:23]([C:28]#[N:29])=[CH:24][CH:25]=[CH:26][CH:27]=3)=[CH:18][CH:17]=2)[C:7](=[O:14])[C:8]([CH:12]=[O:13])=[C:9]([CH3:11])[N:10]=1)[CH2:2][CH2:3][CH3:4].[C:30]1([Mg]Br)[CH:35]=[CH:34][CH:33]=[CH:32][CH:31]=1.[Cl-].[NH4+]. The catalyst is O1CCCC1.C(OCC)(=O)C. The product is [CH2:1]([C:5]1[N:6]([CH2:15][C:16]2[CH:17]=[CH:18][C:19]([C:22]3[C:23]([C:28]#[N:29])=[CH:24][CH:25]=[CH:26][CH:27]=3)=[CH:20][CH:21]=2)[C:7](=[O:14])[C:8]([CH:12]([OH:13])[C:30]2[CH:35]=[CH:34][CH:33]=[CH:32][CH:31]=2)=[C:9]([CH3:11])[N:10]=1)[CH2:2][CH2:3][CH3:4]. The yield is 0.460. (5) The reactants are [N:1]1[CH:6]=[CH:5][C:4]([C:7]2[N:12]=[CH:11][C:10]([C:13]([OH:15])=O)=[CH:9][N:8]=2)=[CH:3][CH:2]=1.O[N:17]1[C:21]2[CH:22]=[CH:23][CH:24]=[CH:25][C:20]=2N=N1.C1CCC(N=C=NC2CCCCC2)CC1.NC1C=CC=CC=1.C(O)C(N)(CO)CO. The catalyst is CN(C=O)C. The product is [C:21]1([NH:17][C:13]([C:10]2[CH:11]=[N:12][C:7]([C:4]3[CH:3]=[CH:2][N:1]=[CH:6][CH:5]=3)=[N:8][CH:9]=2)=[O:15])[CH:22]=[CH:23][CH:24]=[CH:25][CH:20]=1. The yield is 0.160. (6) The reactants are [C:1]([Si:5]([O:8]/[C:9](/[C:12]1[CH:17]=[CH:16][CH:15]=[C:14](Cl)[CH:13]=1)=[CH:10]\[CH3:11])([CH3:7])[CH3:6])([CH3:4])([CH3:3])[CH3:2].[CH3:19][O:20]CCC(C1C=CC=CC=1)=O.[Si](OS(C(F)(F)F)(=O)=O)(C(C)(C)C)(C)C.CCN(CC)CC. The catalyst is C(Cl)Cl. The product is [C:1]([Si:5]([O:8]/[C:9](/[C:12]1[CH:17]=[CH:16][CH:15]=[C:14]([O:20][CH3:19])[CH:13]=1)=[CH:10]\[CH3:11])([CH3:7])[CH3:6])([CH3:4])([CH3:3])[CH3:2]. The yield is 0.800.